Task: Predict the reaction yield, written as a fraction of the theoretical maximum amount of product (1.0 means a 100% yield; for example, 0.34 means a 34% yield).. Dataset: Reaction yield outcomes from USPTO patents with 853,638 reactions (1) The reactants are [F:1][C:2]([F:12])([F:11])[C:3]1[N:8]=[CH:7][C:6]([CH:9]=O)=[CH:5][CH:4]=1.[NH2:13][C:14]1[N:15]=[N:16][C:17]([CH3:20])=[CH:18][CH:19]=1.C([O:23][C:24](=O)[C:25]([OH:38])=[CH:26][C:27]([C:29]1[CH:34]=[CH:33][C:32]([CH:35]([CH3:37])[CH3:36])=[CH:31][CH:30]=1)=[O:28])C. No catalyst specified. The product is [OH:38][C:25]1[C:24](=[O:23])[N:13]([C:14]2[N:15]=[N:16][C:17]([CH3:20])=[CH:18][CH:19]=2)[CH:9]([C:6]2[CH:7]=[N:8][C:3]([C:2]([F:12])([F:11])[F:1])=[CH:4][CH:5]=2)[C:26]=1[C:27](=[O:28])[C:29]1[CH:34]=[CH:33][C:32]([CH:35]([CH3:37])[CH3:36])=[CH:31][CH:30]=1. The yield is 0.0600. (2) The reactants are C([O:8][C:9]1[CH:10]=[CH:11][CH:12]=[C:13]2[C:17]=1[NH:16][CH:15]=[C:14]2[CH2:18][CH2:19][OH:20])C1C=CC=CC=1.C([O-])=O.[NH4+]. The catalyst is C(O)C.[Pd]. The product is [OH:20][CH2:19][CH2:18][C:14]1[C:13]2[C:17](=[C:9]([OH:8])[CH:10]=[CH:11][CH:12]=2)[NH:16][CH:15]=1. The yield is 0.760. (3) The reactants are I[C:2]1[N:6]2[CH:7]=[C:8]([C:16]3[CH:21]=[CH:20][CH:19]=[CH:18][CH:17]=3)[N:9]=[C:10]([NH:11][CH2:12][CH:13]([CH3:15])[CH3:14])[C:5]2=[N:4][CH:3]=1.C(=O)([O-])[O-].[K+].[K+].[C:28]([C:31]1[CH:36]=[CH:35][C:34](B(O)O)=[CH:33][CH:32]=1)([OH:30])=[O:29].O. The catalyst is CN1C(=O)CCC1. The product is [CH2:12]([NH:11][C:10]1[C:5]2[N:6]([C:2]([C:34]3[CH:35]=[CH:36][C:31]([C:28]([OH:30])=[O:29])=[CH:32][CH:33]=3)=[CH:3][N:4]=2)[CH:7]=[C:8]([C:16]2[CH:21]=[CH:20][CH:19]=[CH:18][CH:17]=2)[N:9]=1)[CH:13]([CH3:15])[CH3:14]. The yield is 0.310. (4) The reactants are [CH:1]([N:4]1[C:8]([C:9]2[N:18]=[C:17]3[N:11]([CH2:12][CH2:13][O:14][C:15]4[CH:22]=[C:21](O)[N:20]=[CH:19][C:16]=43)[CH:10]=2)=[N:7][CH:6]=[N:5]1)([CH3:3])[CH3:2].Cl.[OH:25][CH:26]1[CH2:29][NH:28][CH2:27]1.CCN(C(C)C)C(C)C.CO. The catalyst is C(Cl)Cl. The product is [CH:1]([N:4]1[C:8]([C:9]2[N:18]=[C:17]3[C:16]4[CH:19]=[N:20][C:21]([N:28]5[CH2:29][CH:26]([OH:25])[CH2:27]5)=[CH:22][C:15]=4[O:14][CH2:13][CH2:12][N:11]3[CH:10]=2)=[N:7][CH:6]=[N:5]1)([CH3:2])[CH3:3]. The yield is 0.140. (5) The reactants are [CH3:1][O:2][C:3]1[CH:4]=[C:5]([CH:12]([C:14]2[CH:19]=[C:18]([O:20][CH3:21])[CH:17]=[C:16]([O:22][CH3:23])[CH:15]=2)[OH:13])[CH:6]=[CH:7][C:8]=1[N+:9]([O-:11])=[O:10]. The product is [CH3:1][O:2][C:3]1[CH:4]=[C:5]([C:12]([C:14]2[CH:19]=[C:18]([O:20][CH3:21])[CH:17]=[C:16]([O:22][CH3:23])[CH:15]=2)=[O:13])[CH:6]=[CH:7][C:8]=1[N+:9]([O-:11])=[O:10]. The yield is 0.940. The catalyst is C(Cl)Cl.O=[Mn]=O. (6) The reactants are [C:1]([NH:24][CH:25]([CH2:40][CH:41]([CH3:43])[CH3:42])[C:26]([NH:28][C:29]1[CH:30]=[CH:31][C:32]([OH:39])=[C:33]([CH:38]=1)[C:34]([O:36]C)=[O:35])=[O:27])(=[O:23])[CH2:2][CH2:3][CH:4]=[CH:5][CH2:6][CH:7]=[CH:8][CH2:9][CH:10]=[CH:11][CH2:12][CH:13]=[CH:14][CH2:15][CH:16]=[CH:17][CH2:18][CH:19]=[CH:20][CH2:21][CH3:22].[OH-].[Na+].Cl. The catalyst is CO. The product is [C:1]([NH:24][CH:25]([CH2:40][CH:41]([CH3:42])[CH3:43])[C:26]([NH:28][C:29]1[CH:30]=[CH:31][C:32]([OH:39])=[C:33]([CH:38]=1)[C:34]([OH:36])=[O:35])=[O:27])(=[O:23])[CH2:2][CH2:3][CH:4]=[CH:5][CH2:6][CH:7]=[CH:8][CH2:9][CH:10]=[CH:11][CH2:12][CH:13]=[CH:14][CH2:15][CH:16]=[CH:17][CH2:18][CH:19]=[CH:20][CH2:21][CH3:22]. The yield is 0.610.